From a dataset of Catalyst prediction with 721,799 reactions and 888 catalyst types from USPTO. Predict which catalyst facilitates the given reaction. (1) Reactant: [Br:1][CH:2]([CH3:16])[C:3]([C:5]1[CH:14]=[CH:13][C:12]2[C:7](=[CH:8][CH:9]=[C:10]([F:15])[CH:11]=2)[CH:6]=1)=O.[NH:17]1[CH2:21][CH2:20][NH:19][C:18]1=[S:22].CC(O)=O.C(#N)C. Product: [BrH:1].[F:15][C:10]1[CH:11]=[C:12]2[C:7](=[CH:8][CH:9]=1)[CH:6]=[C:5]([C:3]1[N:19]3[CH2:20][CH2:21][N:17]=[C:18]3[S:22][C:2]=1[CH3:16])[CH:14]=[CH:13]2. The catalyst class is: 14. (2) Reactant: [Cl:1][C:2]1[C:3]([F:20])=[C:4]([CH:14]2[CH2:18][NH:17][C:16](=[O:19])[CH2:15]2)[C:5]([O:11][CH2:12][CH3:13])=[C:6]([CH:8](O)[CH3:9])[CH:7]=1.CN(C)C=O.S(Cl)([Cl:28])=O. Product: [Cl:1][C:2]1[C:3]([F:20])=[C:4]([CH:14]2[CH2:18][NH:17][C:16](=[O:19])[CH2:15]2)[C:5]([O:11][CH2:12][CH3:13])=[C:6]([CH:8]([Cl:28])[CH3:9])[CH:7]=1. The catalyst class is: 2.